Predict which catalyst facilitates the given reaction. From a dataset of Catalyst prediction with 721,799 reactions and 888 catalyst types from USPTO. (1) Reactant: [CH3:1][C:2]1([CH3:28])[CH2:5][CH:4]([CH:6]([NH:16][C:17]2[C:26]([CH3:27])=[CH:25][C:24]3[C:19](=[CH:20][CH:21]=[CH:22][CH:23]=3)[N:18]=2)[C:7]2[CH:15]=[CH:14][C:10]([C:11](O)=[O:12])=[CH:9][CH:8]=2)[CH2:3]1.Cl.CN(C)CCCN=C=NCC.Cl.[CH2:42]([O:44][C:45](=[O:49])[CH2:46][CH2:47][NH2:48])[CH3:43].C(N(CC)CC)C. Product: [CH2:42]([O:44][C:45](=[O:49])[CH2:46][CH2:47][NH:48][C:11](=[O:12])[C:10]1[CH:14]=[CH:15][C:7]([CH:6]([CH:4]2[CH2:3][C:2]([CH3:1])([CH3:28])[CH2:5]2)[NH:16][C:17]2[C:26]([CH3:27])=[CH:25][C:24]3[C:19](=[CH:20][CH:21]=[CH:22][CH:23]=3)[N:18]=2)=[CH:8][CH:9]=1)[CH3:43]. The catalyst class is: 4. (2) Reactant: [Cl:1][C:2]1[CH:7]=[CH:6][C:5]([C:8]2[CH:13]=[CH:12][CH:11]=[CH:10][C:9]=2[C:14](=O)[CH3:15])=[C:4]([F:17])[CH:3]=1.C([O-])(=O)C.[NH4+].C([BH3-])#[N:24].[Na+]. Product: [Cl:1][C:2]1[CH:7]=[CH:6][C:5]([C:8]2[CH:13]=[CH:12][CH:11]=[CH:10][C:9]=2[CH:14]([NH2:24])[CH3:15])=[C:4]([F:17])[CH:3]=1. The catalyst class is: 5. (3) Reactant: [Li+].C[Si]([N-][Si](C)(C)C)(C)C.[Br:11][C:12]1[CH:13]=[CH:14][C:15]([C:18]2[O:22][CH:21]=[N:20][C:19]=2[CH2:23][CH3:24])=[N:16][CH:17]=1.[Cl:25]C(Cl)(Cl)C(Cl)(Cl)Cl. Product: [Br:11][C:12]1[CH:13]=[CH:14][C:15]([C:18]2[O:22][C:21]([Cl:25])=[N:20][C:19]=2[CH2:23][CH3:24])=[N:16][CH:17]=1. The catalyst class is: 20. (4) Reactant: [CH3:1][O:2][C:3]([C:5]1[NH:6][CH:7]=[CH:8][CH:9]=1)=[O:4].Br[CH2:11][CH2:12][CH2:13][CH2:14][CH2:15][CH3:16].C(=O)([O-])[O-].[K+].[K+].C(OCC)(=O)C. Product: [CH2:11]([N:6]1[CH:7]=[CH:8][CH:9]=[C:5]1[C:3]([O:2][CH3:1])=[O:4])[CH2:12][CH2:13][CH2:14][CH2:15][CH3:16]. The catalyst class is: 9. (5) Reactant: [H-].[Li+].[Al+3].[H-].[H-].[H-].[CH2:7]([O:14][C:15]1[CH:16]=[C:17]([CH2:21][CH2:22][NH:23][CH:24]=O)[CH:18]=[CH:19][CH:20]=1)[C:8]1[CH:13]=[CH:12][CH:11]=[CH:10][CH:9]=1.O.[OH-].[Na+]. Product: [CH2:7]([O:14][C:15]1[CH:16]=[C:17]([CH2:21][CH2:22][NH:23][CH3:24])[CH:18]=[CH:19][CH:20]=1)[C:8]1[CH:9]=[CH:10][CH:11]=[CH:12][CH:13]=1. The catalyst class is: 7. (6) Reactant: Cl[C:2]1[NH:6][C:5]2[CH:7]=[C:8]([C:11]([F:14])([F:13])[F:12])[CH:9]=[CH:10][C:4]=2[N:3]=1.[Cl:15][C:16]1[CH:17]=[C:18]([C:29]([OH:32])([CH3:31])[CH3:30])[CH:19]=[N:20][C:21]=1[N:22]1[CH2:27][CH2:26][NH:25][C@H:24]([CH3:28])[CH2:23]1. Product: [Cl:15][C:16]1[CH:17]=[C:18]([C:29]([OH:32])([CH3:31])[CH3:30])[CH:19]=[N:20][C:21]=1[N:22]1[CH2:27][CH2:26][N:25]([C:2]2[NH:3][C:4]3[CH:10]=[CH:9][C:8]([C:11]([F:14])([F:13])[F:12])=[CH:7][C:5]=3[N:6]=2)[C@H:24]([CH3:28])[CH2:23]1. The catalyst class is: 8. (7) Reactant: [CH2:1](I)[CH3:2].[NH2:4][N:5]1[C@H:10]([C:11]2[CH:16]=[CH:15][C:14]([Cl:17])=[CH:13][CH:12]=2)[C@@H:9]([C:18]2[CH:23]=[CH:22][CH:21]=[C:20]([Cl:24])[CH:19]=2)[CH2:8][C@@:7]([CH2:26][C:27]([O:29][CH3:30])=[O:28])([CH3:25])[C:6]1=[O:31].[CH3:32][CH2:33]N(C(C)C)C(C)C. Product: [Cl:24][C:20]1[CH:19]=[C:18]([C@@H:9]2[C@@H:10]([C:11]3[CH:16]=[CH:15][C:14]([Cl:17])=[CH:13][CH:12]=3)[N:5]([N:4]([CH2:1][CH3:2])[CH2:32][CH3:33])[C:6](=[O:31])[C@:7]([CH2:26][C:27]([O:29][CH3:30])=[O:28])([CH3:25])[CH2:8]2)[CH:23]=[CH:22][CH:21]=1. The catalyst class is: 3. (8) Product: [CH3:1][O:2][C:3]1[CH:8]=[C:7]([O:9][CH3:10])[CH:6]=[CH:5][C:4]=1[CH:11]1[S:27][CH2:26][CH2:25][N:24]=[C:13]([C:15]2[C:16](=[O:23])[O:17][C:18]([CH3:22])=[CH:19][C:20]=2[OH:21])[CH2:12]1. The catalyst class is: 8. Reactant: [CH3:1][O:2][C:3]1[CH:8]=[C:7]([O:9][CH3:10])[CH:6]=[CH:5][C:4]=1[CH:11]=[CH:12][C:13]([C:15]1[C:16](=[O:23])[O:17][C:18]([CH3:22])=[CH:19][C:20]=1[OH:21])=O.[NH2:24][CH2:25][CH2:26][SH:27].CCCCCC.C(OCC)(=O)C.C(Cl)Cl.C(OCC)(=O)C.CC(C)=O.